This data is from Catalyst prediction with 721,799 reactions and 888 catalyst types from USPTO. The task is: Predict which catalyst facilitates the given reaction. (1) Reactant: [NH:1]1[CH2:7][CH2:6][CH2:5][C@H:2]1[CH2:3][OH:4].[OH-].[K+].[F:10][C:11]1[CH:16]=[C:15]([N+:17]([O-:19])=[O:18])[CH:14]=[C:13](F)[C:12]=1F. Product: [F:10][C:11]1[C:12]2[N:1]3[CH2:7][CH2:6][CH2:5][CH:2]3[CH2:3][O:4][C:13]=2[CH:14]=[C:15]([N+:17]([O-:19])=[O:18])[CH:16]=1. The catalyst class is: 58. (2) Reactant: [NH2:1][C:2]1[CH:3]=[C:4]2[C:9](=[C:10]([Cl:12])[CH:11]=1)[N:8]=[CH:7][C:6]([C:13]#[N:14])=[C:5]2[NH:15][C:16]1[CH:21]=[CH:20][C:19]([F:22])=[C:18]([Cl:23])[CH:17]=1.[CH3:24][S:25]([C:28]1[CH:29]=[C:30]([CH:33]=[CH:34][CH:35]=1)[CH:31]=O)(=[O:27])=[O:26].[BH3-]C#N.[Na+]. Product: [CH3:24][S:25]([C:28]1[CH:29]=[C:30]([CH:33]=[CH:34][CH:35]=1)[CH2:31][NH:1][C:2]1[CH:3]=[C:4]2[C:9](=[C:10]([Cl:12])[CH:11]=1)[N:8]=[CH:7][C:6]([C:13]#[N:14])=[C:5]2[NH:15][C:16]1[CH:21]=[CH:20][C:19]([F:22])=[C:18]([Cl:23])[CH:17]=1)(=[O:26])=[O:27]. The catalyst class is: 14. (3) Product: [NH2:58][CH:54]([CH:55]([F:57])[F:56])[CH2:53][C:47]1[CH:48]=[CH:49][C:50]([Cl:52])=[CH:51][C:46]=1[CH2:45][NH:44][C:42](=[O:43])[C@@H:41]1[CH2:67][CH2:68][CH2:69][N:40]1[C:38](=[O:39])[C@H:36]([NH:35][C:33]([O:32][C:28]([CH3:31])([CH3:30])[CH3:29])=[O:34])[CH:70]1[CH2:71][CH2:72][CH2:73][CH2:74][CH2:75]1. Reactant: O=[N+]([O-])[O-].[O-][N+](=O)[O-].[O-][N+](=O)[O-].[O-][N+](=O)[O-].[O-][N+](=O)[O-].[O-][N+](=O)[O-].[Ce+4].[NH4+].[NH4+].[C:28]([O:32][C:33]([NH:35][C@:36]([CH:70]1[CH2:75][CH2:74][CH2:73][CH2:72][CH2:71]1)([C:38]([N:40]1[CH2:69][CH2:68][CH2:67][C@H:41]1[C:42]([NH:44][CH2:45][C:46]1[CH:51]=[C:50]([Cl:52])[CH:49]=[CH:48][C:47]=1[CH2:53][CH:54]([NH:58]C1C=CC(OC)=CC=1)[CH:55]([F:57])[F:56])=[O:43])=[O:39])N)=[O:34])([CH3:31])([CH3:30])[CH3:29]. The catalyst class is: 578. (4) The catalyst class is: 2. Product: [C:21]([N:28]1[CH2:29][CH2:30][N:31]([CH:8]([C:10]2[CH:15]=[CH:14][CH:13]=[CH:12][CH:11]=2)[C:5]2[CH:6]=[CH:7][CH:2]=[CH:3][CH:4]=2)[CH2:32][CH2:33]1)([O:23][C:24]([CH3:27])([CH3:26])[CH3:25])=[O:22]. Reactant: Br[C:2]1[CH:7]=[CH:6][C:5]([CH:8]([C:10]2[CH:15]=[CH:14][C:13](Br)=[CH:12][CH:11]=2)O)=[CH:4][CH:3]=1.S(Cl)(Cl)=O.[C:21]([N:28]1[CH2:33][CH2:32][NH:31][CH2:30][CH2:29]1)([O:23][C:24]([CH3:27])([CH3:26])[CH3:25])=[O:22]. (5) The catalyst class is: 66. Reactant: [C:1](#N)C.[F:4][C:5]1[CH:6]=[C:7]2[C:12](=[C:13]([O:16][CH3:17])[C:14]=1F)[N:11]([C@@H:18]1[CH2:20][C@@H:19]1[F:21])[CH:10]=[C:9]([C:22]([OH:24])=[O:23])[C:8]2=[O:25].Cl.Cl.[CH3:28][C@:29]1([NH2:36])[C:33]2([CH2:35][CH2:34]2)[CH2:32]N[CH2:30]1. Product: [OH2:16].[OH2:16].[NH2:36][C@:29]1([CH3:28])[C:33]2([CH2:35][CH2:34]2)[CH2:32][CH:1]([C:14]2[C:13]([O:16][CH3:17])=[C:12]3[C:7]([C:8](=[O:25])[C:9]([C:22]([OH:24])=[O:23])=[CH:10][N:11]3[C@@H:18]3[CH2:20][C@@H:19]3[F:21])=[CH:6][C:5]=2[F:4])[CH2:30]1. (6) Reactant: C(=O)([O-])[O-].[K+].[K+].Br[CH2:8][C:9]([O:11][CH2:12][CH3:13])=[O:10].C(OC(=O)C[N:19]1[C:23]([C:24]2[CH:29]=[CH:28][N:27]=[CH:26][CH:25]=2)=[N:22][C:21]([C:30]2[CH:35]=[C:34]([Cl:36])[CH:33]=[C:32]([Cl:37])[CH:31]=2)=[N:20]1)C. Product: [CH2:12]([O:11][C:9](=[O:10])[CH2:8][N:20]1[C:21]([C:30]2[CH:35]=[C:34]([Cl:36])[CH:33]=[C:32]([Cl:37])[CH:31]=2)=[N:22][C:23]([C:24]2[CH:29]=[CH:28][N:27]=[CH:26][CH:25]=2)=[N:19]1)[CH3:13]. The catalyst class is: 6.